Dataset: Forward reaction prediction with 1.9M reactions from USPTO patents (1976-2016). Task: Predict the product of the given reaction. (1) The product is: [Cl:18][C:17]1[C:12]([N:9]2[CH2:10][CH2:11][C:3]3[C:2]([NH:24][C:23]4[CH:25]=[CH:26][C:20]([F:19])=[CH:21][CH:22]=4)=[N:7][CH:6]=[N:5][C:4]=3[CH2:8]2)=[N:13][CH:14]=[CH:15][CH:16]=1. Given the reactants Cl[C:2]1[C:3]2[CH2:11][CH2:10][N:9]([C:12]3[C:17]([Cl:18])=[CH:16][CH:15]=[CH:14][N:13]=3)[CH2:8][C:4]=2[N:5]=[CH:6][N:7]=1.[F:19][C:20]1[CH:26]=[CH:25][C:23]([NH2:24])=[CH:22][CH:21]=1.[I-].[Na+].I, predict the reaction product. (2) Given the reactants [CH2:1]([NH2:5])[CH2:2][CH2:3][CH3:4].[OH:6][C:7]([CH3:22])([CH3:21])[CH2:8][O:9][N:10]1[C:15]([CH3:17])([CH3:16])[CH2:14][C:13](=O)[CH2:12][C:11]1([CH3:20])[CH3:19], predict the reaction product. The product is: [CH2:1]([NH:5][CH:13]1[CH2:14][C:15]([CH3:17])([CH3:16])[N:10]([O:9][CH2:8][C:7]([OH:6])([CH3:22])[CH3:21])[C:11]([CH3:20])([CH3:19])[CH2:12]1)[CH2:2][CH2:3][CH3:4].